Task: Predict the reactants needed to synthesize the given product.. Dataset: Full USPTO retrosynthesis dataset with 1.9M reactions from patents (1976-2016) (1) The reactants are: C(O)(=O)C(O)=O.[NH2:7][CH:8]([C:21]([F:24])([F:23])[F:22])[CH2:9][NH:10][C:11](=[O:20])[O:12][CH2:13][C:14]1[CH:19]=[CH:18][CH:17]=[CH:16][CH:15]=1.C(N(CC)CC)C.[C:32](O[C:32]([O:34][C:35]([CH3:38])([CH3:37])[CH3:36])=[O:33])([O:34][C:35]([CH3:38])([CH3:37])[CH3:36])=[O:33]. Given the product [F:24][C:21]([F:22])([F:23])[CH:8]([NH:7][C:32](=[O:33])[O:34][C:35]([CH3:38])([CH3:37])[CH3:36])[CH2:9][NH:10][C:11](=[O:20])[O:12][CH2:13][C:14]1[CH:19]=[CH:18][CH:17]=[CH:16][CH:15]=1, predict the reactants needed to synthesize it. (2) The reactants are: Cl.Cl.Cl.[NH2:4][CH2:5][C:6]1[O:7][C:8]([CH2:12][NH:13][C:14]([C:16]2[CH:20]=[C:19]([NH:21][C:22](=[O:32])[C:23]3[CH:28]=[C:27]([F:29])[C:26]([F:30])=[CH:25][C:24]=3[Cl:31])[NH:18][N:17]=2)=[O:15])=[C:9]([CH3:11])[N:10]=1.O.ON1C2C=CC=[CH:43][C:38]=2N=N1.CCN=C=NCCCN(C)C.Cl.C(=O)([O-])[OH:57].[Na+]. Given the product [C:43]([NH:4][CH2:5][C:6]1[O:7][C:8]([CH2:12][NH:13][C:14]([C:16]2[CH:20]=[C:19]([NH:21][C:22](=[O:32])[C:23]3[CH:28]=[C:27]([F:29])[C:26]([F:30])=[CH:25][C:24]=3[Cl:31])[NH:18][N:17]=2)=[O:15])=[C:9]([CH3:11])[N:10]=1)(=[O:57])[CH3:38], predict the reactants needed to synthesize it. (3) Given the product [C:12]([O:16][C:17]([N:19]1[CH2:24][CH2:23][CH:22]([N:25]2[C:29]3[N:30]=[CH:31][N:32]=[C:33]([NH2:34])[C:28]=3[C:27]([C:35](=[O:43])[C:36]3[CH:41]=[CH:40][CH:39]=[C:38]([NH:42][C:10]([NH:9][C:4]4[CH:3]=[C:2]([Cl:1])[CH:7]=[C:6]([Cl:8])[CH:5]=4)=[O:11])[CH:37]=3)=[CH:26]2)[CH2:21][CH2:20]1)=[O:18])([CH3:15])([CH3:13])[CH3:14], predict the reactants needed to synthesize it. The reactants are: [Cl:1][C:2]1[CH:3]=[C:4]([N:9]=[C:10]=[O:11])[CH:5]=[C:6]([Cl:8])[CH:7]=1.[C:12]([O:16][C:17]([N:19]1[CH2:24][CH2:23][CH:22]([N:25]2[C:29]3[N:30]=[CH:31][N:32]=[C:33]([NH2:34])[C:28]=3[C:27]([C:35](=[O:43])[C:36]3[CH:41]=[CH:40][CH:39]=[C:38]([NH2:42])[CH:37]=3)=[CH:26]2)[CH2:21][CH2:20]1)=[O:18])([CH3:15])([CH3:14])[CH3:13]. (4) Given the product [CH3:1][C:2]1[CH:3]=[C:4]([C:8]2[C:16]3[O:15][CH:14]([CH2:17][NH:36][CH3:35])[CH2:13][C:12]=3[CH:11]=[C:10]([C:29]3[CH:34]=[CH:33][CH:32]=[CH:31][CH:30]=3)[CH:9]=2)[CH:5]=[CH:6][CH:7]=1, predict the reactants needed to synthesize it. The reactants are: [CH3:1][C:2]1[CH:3]=[C:4]([C:8]2[C:16]3[O:15][CH:14]([CH2:17]OS(C4C=CC(C)=CC=4)(=O)=O)[CH2:13][C:12]=3[CH:11]=[C:10]([C:29]3[CH:34]=[CH:33][CH:32]=[CH:31][CH:30]=3)[CH:9]=2)[CH:5]=[CH:6][CH:7]=1.[CH3:35][NH2:36].